Dataset: Catalyst prediction with 721,799 reactions and 888 catalyst types from USPTO. Task: Predict which catalyst facilitates the given reaction. (1) Product: [CH3:12][C:11]1[N:1]=[C:2]2[CH:7]=[C:6]([CH3:8])[CH:5]=[CH:4][N:3]2[CH:10]=1. The catalyst class is: 8. Reactant: [NH2:1][C:2]1[CH:7]=[C:6]([CH3:8])[CH:5]=[CH:4][N:3]=1.Cl[CH2:10][C:11](=O)[CH3:12]. (2) Reactant: [C:1]([CH2:3][O:4][C:5]1[CH:6]=[C:7]2[C:12](=[CH:13][CH:14]=1)[N:11]=[C:10]([CH2:15][CH:16]([CH3:18])[CH3:17])[C:9]([CH2:19][NH:20][C:21](=[O:27])[O:22][C:23]([CH3:26])([CH3:25])[CH3:24])=[C:8]2[C:28]1[CH:33]=[CH:32][C:31]([CH3:34])=[CH:30][CH:29]=1)#[N:2].[Cl-].O[NH3+].[C:38](=[O:41])([O-])[O-:39].[Na+].[Na+].C(N1C=CN=C1)([N:46]1C=CN=C1)=O. The catalyst class is: 97. Product: [CH2:15]([C:10]1[C:9]([CH2:19][NH:20][C:21](=[O:27])[O:22][C:23]([CH3:26])([CH3:25])[CH3:24])=[C:8]([C:28]2[CH:33]=[CH:32][C:31]([CH3:34])=[CH:30][CH:29]=2)[C:7]2[C:12](=[CH:13][CH:14]=[C:5]([O:4][CH2:3][C:1]3[NH:46][C:38](=[O:41])[O:39][N:2]=3)[CH:6]=2)[N:11]=1)[CH:16]([CH3:17])[CH3:18]. (3) The catalyst class is: 6. Product: [Si:1]([O-:5])([O-:4])([O-:3])[O-:2].[Na+:7].[Na+:7].[Na+:7].[Na+:7]. Reactant: [Si:1]([OH:5])([OH:4])([OH:3])[OH:2].[OH-].[Na+:7]. (4) Reactant: [N:1]1[C:2]2[N:3]([C:7]3[CH:13]=[CH:12][CH:11]=[CH:10][C:8]=3[N:9]=2)[CH:4]=[CH:5][CH:6]=1.[ClH:14]. Product: [ClH:14].[NH:1]1[CH2:6][CH2:5][CH2:4][N:3]2[C:7]3[CH:13]=[CH:12][CH:11]=[CH:10][C:8]=3[N:9]=[C:2]12. The catalyst class is: 45. (5) Reactant: Cl[C:2]1[N:3]=[C:4]([N:21]2[CH2:26][CH2:25][CH2:24][CH:23]([C:27]([NH2:29])=[O:28])[CH2:22]2)[C:5]2[CH:10]=[CH:9][N:8]([S:11]([C:14]3[CH:20]=[CH:19][C:17]([CH3:18])=[CH:16][CH:15]=3)(=[O:13])=[O:12])[C:6]=2[N:7]=1.[NH2:30][C:31]1[CH:36]=[CH:35][C:34]([N:37]2[CH2:42][CH2:41][N:40]([C:43](=[O:45])[CH3:44])[CH2:39][CH2:38]2)=[CH:33][CH:32]=1.C[Si](Cl)(C)C. Product: [C:43]([N:40]1[CH2:39][CH2:38][N:37]([C:34]2[CH:35]=[CH:36][C:31]([NH:30][C:2]3[N:3]=[C:4]([N:21]4[CH2:26][CH2:25][CH2:24][CH:23]([C:27]([NH2:29])=[O:28])[CH2:22]4)[C:5]4[CH:10]=[CH:9][N:8]([S:11]([C:14]5[CH:20]=[CH:19][C:17]([CH3:18])=[CH:16][CH:15]=5)(=[O:13])=[O:12])[C:6]=4[N:7]=3)=[CH:32][CH:33]=2)[CH2:42][CH2:41]1)(=[O:45])[CH3:44]. The catalyst class is: 114. (6) Product: [CH2:8]([N:15]1[CH2:20][CH2:19][CH:18]=[C:17]([CH2:21][CH2:22][C:23]([NH:7][C:2]2[CH:3]=[CH:4][CH:5]=[CH:6][N:1]=2)=[O:24])[C:16]1=[O:26])[C:9]1[CH:10]=[CH:11][CH:12]=[CH:13][CH:14]=1. The catalyst class is: 344. Reactant: [N:1]1[CH:6]=[CH:5][CH:4]=[CH:3][C:2]=1[NH2:7].[CH2:8]([N:15]1[CH2:20][CH2:19][CH:18]=[C:17]([CH2:21][CH2:22][C:23](O)=[O:24])[C:16]1=[O:26])[C:9]1[CH:14]=[CH:13][CH:12]=[CH:11][CH:10]=1.